The task is: Predict the reactants needed to synthesize the given product.. This data is from Full USPTO retrosynthesis dataset with 1.9M reactions from patents (1976-2016). (1) Given the product [CH2:1]([O:3][C:4](=[O:21])[CH2:5][O:6][C:7]1[CH:12]=[C:11]([O:13][CH3:14])[C:10]([Cl:15])=[CH:9][C:8]=1[C:16](=[O:20])[CH:17]([CH3:18])[CH3:19])[CH3:2], predict the reactants needed to synthesize it. The reactants are: [CH2:1]([O:3][C:4](=[O:21])[CH2:5][O:6][C:7]1[CH:12]=[C:11]([O:13][CH3:14])[C:10]([Cl:15])=[CH:9][C:8]=1[CH:16]([OH:20])[CH:17]([CH3:19])[CH3:18])[CH3:2]. (2) Given the product [C:1]([O:5][CH:6]([C:11]1[C:12]([C:25]2[CH:30]=[CH:29][C:28]([O:32][CH3:31])=[CH:27][CH:26]=2)=[C:13]2[C:20]([CH3:21])=[C:19]([CH3:22])[N:18]([CH2:23][CH3:24])[C:14]2=[N:15][C:16]=1[CH3:17])[C:7]([O:9][CH3:10])=[O:8])([CH3:2])([CH3:3])[CH3:4], predict the reactants needed to synthesize it. The reactants are: [C:1]([O:5][CH:6]([C:11]1[C:12]([C:25]2[CH:30]=[CH:29][CH:28]=[CH:27][CH:26]=2)=[C:13]2[C:20]([CH3:21])=[C:19]([CH3:22])[N:18]([CH2:23][CH3:24])[C:14]2=[N:15][C:16]=1[CH3:17])[C:7]([O:9][CH3:10])=[O:8])([CH3:4])([CH3:3])[CH3:2].[CH3:31][O:32]C1C=CC(B(O)O)=CC=1.C(=O)(O)[O-].[Na+]. (3) Given the product [NH2:37][C:33]1[N:32]=[C:31]([C:15]2[N:14]([CH3:38])[C:11]3[CH2:12][CH2:13][NH:8][C:9](=[O:39])[C:10]=3[C:16]=2[C:17]2[CH:18]=[C:19]([O:23][C:24]([C:26]3[S:27][CH:28]=[CH:29][CH:30]=3)=[O:25])[CH:20]=[CH:21][CH:22]=2)[CH:36]=[CH:35][N:34]=1, predict the reactants needed to synthesize it. The reactants are: C(OC([N:8]1[CH2:13][CH2:12][C:11]2[N:14]([CH3:38])[C:15]([C:31]3[CH:36]=[CH:35][N:34]=[C:33]([NH2:37])[N:32]=3)=[C:16]([C:17]3[CH:22]=[CH:21][CH:20]=[C:19]([O:23][C:24]([C:26]4[S:27][CH:28]=[CH:29][CH:30]=4)=[O:25])[CH:18]=3)[C:10]=2[C:9]1=[O:39])=O)(C)(C)C.Cl.